This data is from Forward reaction prediction with 1.9M reactions from USPTO patents (1976-2016). The task is: Predict the product of the given reaction. (1) Given the reactants COC1C=C(C=CC=1OC)C[NH:7][C:8]1[N:13]2[N:14]=[C:15]([C:17]3[O:18][CH:19]=[CH:20][CH:21]=3)[N:16]=[C:12]2[CH:11]=[C:10]([CH2:22][CH2:23][OH:24])[N:9]=1.O.C(C1C(=O)C(Cl)=C(Cl)C(=O)C=1C#N)#N.C(=O)(O)[O-].[Na+], predict the reaction product. The product is: [NH2:7][C:8]1[N:13]2[N:14]=[C:15]([C:17]3[O:18][CH:19]=[CH:20][CH:21]=3)[N:16]=[C:12]2[CH:11]=[C:10]([CH2:22][CH2:23][OH:24])[N:9]=1. (2) Given the reactants [NH2:1][C:2]1[S:3][C:4]2[C:9]([N:10]=1)=[CH:8][CH:7]=[C:6]([O:11][C:12]1[CH:13]=[C:14]([NH:20][C:21](=[O:33])[C:22]3[CH:27]=[CH:26][CH:25]=[C:24]([C:28]([C:31]#[N:32])([CH3:30])[CH3:29])[CH:23]=3)[CH:15]=[CH:16][C:17]=1[CH2:18][CH3:19])[N:5]=2.[Cl:34][CH2:35][C:36](Cl)=[O:37], predict the reaction product. The product is: [Cl:34][CH2:35][C:36]([NH:1][C:2]1[S:3][C:4]2[C:9]([N:10]=1)=[CH:8][CH:7]=[C:6]([O:11][C:12]1[CH:13]=[C:14]([NH:20][C:21](=[O:33])[C:22]3[CH:27]=[CH:26][CH:25]=[C:24]([C:28]([C:31]#[N:32])([CH3:30])[CH3:29])[CH:23]=3)[CH:15]=[CH:16][C:17]=1[CH2:18][CH3:19])[N:5]=2)=[O:37].